This data is from NCI-60 drug combinations with 297,098 pairs across 59 cell lines. The task is: Regression. Given two drug SMILES strings and cell line genomic features, predict the synergy score measuring deviation from expected non-interaction effect. (1) Cell line: MCF7. Synergy scores: CSS=49.8, Synergy_ZIP=-0.925, Synergy_Bliss=-3.86, Synergy_Loewe=2.39, Synergy_HSA=4.45. Drug 1: CC1=C2C(C(=O)C3(C(CC4C(C3C(C(C2(C)C)(CC1OC(=O)C(C(C5=CC=CC=C5)NC(=O)OC(C)(C)C)O)O)OC(=O)C6=CC=CC=C6)(CO4)OC(=O)C)OC)C)OC. Drug 2: CC1OCC2C(O1)C(C(C(O2)OC3C4COC(=O)C4C(C5=CC6=C(C=C35)OCO6)C7=CC(=C(C(=C7)OC)O)OC)O)O. (2) Drug 1: CC1C(C(CC(O1)OC2CC(CC3=C2C(=C4C(=C3O)C(=O)C5=C(C4=O)C(=CC=C5)OC)O)(C(=O)CO)O)N)O.Cl. Drug 2: N.N.Cl[Pt+2]Cl. Cell line: HCC-2998. Synergy scores: CSS=36.9, Synergy_ZIP=-5.82, Synergy_Bliss=2.11, Synergy_Loewe=3.80, Synergy_HSA=5.07. (3) Drug 1: CC1=CC=C(C=C1)C2=CC(=NN2C3=CC=C(C=C3)S(=O)(=O)N)C(F)(F)F. Drug 2: CC1=C(C(CCC1)(C)C)C=CC(=CC=CC(=CC(=O)O)C)C. Cell line: COLO 205. Synergy scores: CSS=0.398, Synergy_ZIP=-1.23, Synergy_Bliss=-0.922, Synergy_Loewe=-1.52, Synergy_HSA=-1.49. (4) Drug 1: CCCS(=O)(=O)NC1=C(C(=C(C=C1)F)C(=O)C2=CNC3=C2C=C(C=N3)C4=CC=C(C=C4)Cl)F. Drug 2: COC1=C2C(=CC3=C1OC=C3)C=CC(=O)O2. Cell line: SN12C. Synergy scores: CSS=3.78, Synergy_ZIP=2.48, Synergy_Bliss=7.92, Synergy_Loewe=4.85, Synergy_HSA=4.40. (5) Drug 1: CC(CN1CC(=O)NC(=O)C1)N2CC(=O)NC(=O)C2. Drug 2: CN1C2=C(C=C(C=C2)N(CCCl)CCCl)N=C1CCCC(=O)O.Cl. Cell line: NCI-H460. Synergy scores: CSS=43.9, Synergy_ZIP=5.31, Synergy_Bliss=5.05, Synergy_Loewe=-7.18, Synergy_HSA=5.19. (6) Drug 1: C1=NNC2=C1C(=O)NC=N2. Drug 2: C(CN)CNCCSP(=O)(O)O. Cell line: HCT116. Synergy scores: CSS=2.27, Synergy_ZIP=-2.12, Synergy_Bliss=-5.06, Synergy_Loewe=-8.85, Synergy_HSA=-7.28. (7) Drug 2: CC1=C(C(=O)C2=C(C1=O)N3CC4C(C3(C2COC(=O)N)OC)N4)N. Cell line: NCI-H226. Drug 1: CCN(CC)CCNC(=O)C1=C(NC(=C1C)C=C2C3=C(C=CC(=C3)F)NC2=O)C. Synergy scores: CSS=23.6, Synergy_ZIP=-4.79, Synergy_Bliss=-1.70, Synergy_Loewe=-13.5, Synergy_HSA=-0.811.